Dataset: NCI-60 drug combinations with 297,098 pairs across 59 cell lines. Task: Regression. Given two drug SMILES strings and cell line genomic features, predict the synergy score measuring deviation from expected non-interaction effect. (1) Drug 1: CN1CCC(CC1)COC2=C(C=C3C(=C2)N=CN=C3NC4=C(C=C(C=C4)Br)F)OC. Drug 2: COC1=C2C(=CC3=C1OC=C3)C=CC(=O)O2. Cell line: NCI-H322M. Synergy scores: CSS=29.6, Synergy_ZIP=-0.932, Synergy_Bliss=-2.27, Synergy_Loewe=-25.7, Synergy_HSA=-1.78. (2) Drug 1: CN(C)N=NC1=C(NC=N1)C(=O)N. Drug 2: CC(C)NC(=O)C1=CC=C(C=C1)CNNC.Cl. Cell line: NCI-H522. Synergy scores: CSS=3.31, Synergy_ZIP=-0.973, Synergy_Bliss=1.24, Synergy_Loewe=-2.45, Synergy_HSA=-0.189. (3) Drug 1: CNC(=O)C1=CC=CC=C1SC2=CC3=C(C=C2)C(=NN3)C=CC4=CC=CC=N4. Drug 2: C1=CC(=CC=C1CCCC(=O)O)N(CCCl)CCCl. Cell line: MDA-MB-231. Synergy scores: CSS=19.2, Synergy_ZIP=-2.41, Synergy_Bliss=-4.86, Synergy_Loewe=-7.97, Synergy_HSA=-7.58. (4) Drug 1: CC(C)(C#N)C1=CC(=CC(=C1)CN2C=NC=N2)C(C)(C)C#N. Drug 2: B(C(CC(C)C)NC(=O)C(CC1=CC=CC=C1)NC(=O)C2=NC=CN=C2)(O)O. Cell line: NCI-H322M. Synergy scores: CSS=14.5, Synergy_ZIP=-5.90, Synergy_Bliss=-2.56, Synergy_Loewe=-12.4, Synergy_HSA=-4.44.